This data is from Forward reaction prediction with 1.9M reactions from USPTO patents (1976-2016). The task is: Predict the product of the given reaction. Given the reactants [Cl:1][C:2]1[N:7]=[CH:6][C:5]2[N:8]=[C:9]([CH2:17][O:18][C:19](=[O:21])[CH3:20])[N:10]([C@H:11]([CH3:16])[C:12]([F:15])([F:14])[F:13])[C:4]=2[CH:3]=1.O.[OH-].[Li+].Cl.C(=O)(O)[O-].[Na+].O1C=C[CH2:34][CH2:33][CH2:32]1.C1(C)C=CC(S(O)(=O)=O)=CC=1, predict the reaction product. The product is: [Cl:1][C:2]1[N:7]=[CH:6][C:5]2[N:8]=[C:9]([CH2:17][O:18][CH:19]3[CH2:20][CH2:34][CH2:33][CH2:32][O:21]3)[N:10]([C@H:11]([CH3:16])[C:12]([F:14])([F:15])[F:13])[C:4]=2[CH:3]=1.